The task is: Predict the product of the given reaction.. This data is from Forward reaction prediction with 1.9M reactions from USPTO patents (1976-2016). (1) Given the reactants [NH2:1][CH2:2][C:3]1[CH:12]=[CH:11][CH:10]=[C:9]2[C:4]=1[CH:5]=[CH:6][C:7]([NH:13][C@H:14]1[C:22]3[C:17](=[CH:18][CH:19]=[CH:20][CH:21]=3)[CH2:16][CH2:15]1)=[N:8]2.[F:23][C:24]1[CH:31]=[CH:30][C:27]([CH:28]=O)=[CH:26][CH:25]=1.C(O)(=O)C, predict the reaction product. The product is: [F:23][C:24]1[CH:31]=[CH:30][C:27]([CH2:28][NH:1][CH2:2][C:3]2[CH:12]=[CH:11][CH:10]=[C:9]3[C:4]=2[CH:5]=[CH:6][C:7]([NH:13][C@H:14]2[C:22]4[C:17](=[CH:18][CH:19]=[CH:20][CH:21]=4)[CH2:16][CH2:15]2)=[N:8]3)=[CH:26][CH:25]=1. (2) Given the reactants [C:1]([OH:8])(=[O:7])[CH2:2][CH2:3][CH2:4][C:5]#[CH:6].[CH2:9]([N:16]=[N+:17]=[N-:18])[C:10]1[CH:15]=[CH:14][CH:13]=[CH:12][CH:11]=1, predict the reaction product. The product is: [CH2:9]([N:16]1[CH:6]=[C:5]([CH2:4][CH2:3][CH2:2][C:1]([OH:8])=[O:7])[N:18]=[N:17]1)[C:10]1[CH:15]=[CH:14][CH:13]=[CH:12][CH:11]=1. (3) The product is: [CH:22]([C:21]1[CH:20]=[CH:19][CH:18]=[C:17]([CH:25]([CH3:27])[CH3:26])[C:16]=1[N:13]1[C:12](=[O:28])[C:7]2=[C:6]3[C:11](=[CH:10][CH:9]=[CH:8]2)[C:2]([O:43][C:40]2[CH:41]=[CH:42][C:37]([C:30]([CH2:31][C:32]([CH3:33])([CH3:34])[CH3:35])([CH3:29])[CH3:36])=[CH:38][CH:39]=2)=[CH:3][CH:4]=[C:5]3[C:14]1=[O:15])([CH3:23])[CH3:24]. Given the reactants Cl[C:2]1[C:11]2[C:6]3=[C:7]([C:12](=[O:28])[N:13]([C:16]4[C:21]([CH:22]([CH3:24])[CH3:23])=[CH:20][CH:19]=[CH:18][C:17]=4[CH:25]([CH3:27])[CH3:26])[C:14](=[O:15])[C:5]3=[CH:4][CH:3]=1)[CH:8]=[CH:9][CH:10]=2.[CH3:29][C:30]([C:37]1[CH:42]=[CH:41][C:40]([OH:43])=[CH:39][CH:38]=1)([CH3:36])[CH2:31][C:32]([CH3:35])([CH3:34])[CH3:33].C(=O)([O-])[O-].[K+].[K+].CO, predict the reaction product. (4) Given the reactants [Br:1][C:2]1[CH:3]=[C:4]2[C:8](=[CH:9][CH:10]=1)[NH:7][C:6](=[O:11])[C:5]2=[CH:12][C:13]1[NH:14][C:15]2[CH2:16][CH2:17][CH2:18][CH2:19][C:20]=2[C:21]=1[CH2:22][CH2:23][C:24](O)=[O:25].C(N1C=CN=C1)(N1C=CN=C1)=O.[NH2:39][CH2:40][CH2:41][N:42]1[CH2:47][CH2:46][O:45][CH2:44][CH2:43]1.O, predict the reaction product. The product is: [Br:1][C:2]1[CH:3]=[C:4]2[C:8](=[CH:9][CH:10]=1)[NH:7][C:6](=[O:11])[C:5]2=[CH:12][C:13]1[NH:14][C:15]2[CH2:16][CH2:17][CH2:18][CH2:19][C:20]=2[C:21]=1[CH2:22][CH2:23][C:24]([NH:39][CH2:40][CH2:41][N:42]1[CH2:47][CH2:46][O:45][CH2:44][CH2:43]1)=[O:25]. (5) Given the reactants [Br:1][C:2]1[CH:11]=[CH:10][C:9]2[N:8]=[C:7](Cl)[C:6]3=[N:13][N:14](CC4C=CC(OC)=CC=4)[CH:15]=[C:5]3[C:4]=2[CH:3]=1.[CH3:25][N:26]1[CH2:31][CH2:30][N:29]([C:32]2[CH:38]=[CH:37][C:35]([NH2:36])=[CH:34][CH:33]=2)[CH2:28][CH2:27]1.Cl, predict the reaction product. The product is: [Br:1][C:2]1[CH:11]=[CH:10][C:9]2[N:8]=[C:7]([NH:36][C:35]3[CH:34]=[CH:33][C:32]([N:29]4[CH2:28][CH2:27][N:26]([CH3:25])[CH2:31][CH2:30]4)=[CH:38][CH:37]=3)[C:6]3=[N:13][NH:14][CH:15]=[C:5]3[C:4]=2[CH:3]=1. (6) Given the reactants [F:1][C:2]([F:19])([F:18])[O:3][C:4]1[CH:5]=[C:6]([CH:15]=[CH:16][CH:17]=1)[CH2:7][NH:8][CH:9]1[CH2:14][CH2:13][O:12][CH2:11][CH2:10]1.[N:20]1[C:21]([C:29](O)=[O:30])=[CH:22][N:23]2[CH:28]=[CH:27][CH:26]=[CH:25][C:24]=12.CCN=C=NCCCN(C)C.Cl.C1C=CC2N(O)N=NC=2C=1, predict the reaction product. The product is: [O:12]1[CH2:13][CH2:14][CH:9]([N:8]([CH2:7][C:6]2[CH:15]=[CH:16][CH:17]=[C:4]([O:3][C:2]([F:18])([F:1])[F:19])[CH:5]=2)[C:29]([C:21]2[N:20]=[C:24]3[CH:25]=[CH:26][CH:27]=[CH:28][N:23]3[CH:22]=2)=[O:30])[CH2:10][CH2:11]1. (7) Given the reactants [CH2:1]([O:3][C:4](=[O:27])[CH2:5][NH:6][CH2:7][CH2:8][NH:9][S:10]([C:13]1[S:14][C:15]([C:18]2[CH:23]=[CH:22][C:21]([N+:24]([O-:26])=[O:25])=[CH:20][CH:19]=2)=[N:16][N:17]=1)(=[O:12])=[O:11])[CH3:2].[N:28]1([CH2:37][C:38](O)=[O:39])[CH:36]=[C:34]([CH3:35])[C:32](=[O:33])[NH:31][C:29]1=[O:30], predict the reaction product. The product is: [CH2:1]([O:3][C:4](=[O:27])[CH2:5][N:6]([CH2:7][CH2:8][NH:9][S:10]([C:13]1[S:14][C:15]([C:18]2[CH:23]=[CH:22][C:21]([N+:24]([O-:26])=[O:25])=[CH:20][CH:19]=2)=[N:16][N:17]=1)(=[O:12])=[O:11])[C:38](=[O:39])[CH2:37][N:28]1[CH:36]=[C:34]([CH3:35])[C:32](=[O:33])[NH:31][C:29]1=[O:30])[CH3:2]. (8) Given the reactants [CH:1]1([O:6][C:7](=[O:30])[CH:8]([O:24][CH:25]2[CH2:29][CH2:28][CH2:27][CH2:26]2)[CH2:9][C:10]2[CH:15]=[CH:14][C:13]([O:16]CC3C=CC=CC=3)=[CH:12][CH:11]=2)[CH2:5][CH2:4][CH2:3][CH2:2]1, predict the reaction product. The product is: [CH:1]1([O:6][C:7](=[O:30])[CH:8]([O:24][CH:25]2[CH2:26][CH2:27][CH2:28][CH2:29]2)[CH2:9][C:10]2[CH:11]=[CH:12][C:13]([OH:16])=[CH:14][CH:15]=2)[CH2:2][CH2:3][CH2:4][CH2:5]1. (9) The product is: [C:29]1([CH2:28][CH2:27][O:26][C:16]2[CH:17]=[C:18]([N:21]3[CH2:22][CH2:23][CH2:24][CH2:25]3)[CH:19]=[CH:20][C:15]=2[S:12]([NH:11][C@H:8]([CH:9]=[O:10])[CH2:7][C:6]([OH:39])=[O:5])(=[O:13])=[O:14])[C:38]2[C:33](=[CH:34][CH:35]=[CH:36][CH:37]=2)[CH:32]=[CH:31][CH:30]=1. Given the reactants C([O:5][C:6](=[O:39])[CH2:7][C@H:8]([NH:11][S:12]([C:15]1[CH:20]=[CH:19][C:18]([N:21]2[CH2:25][CH2:24][CH2:23][CH2:22]2)=[CH:17][C:16]=1[O:26][CH2:27][CH2:28][C:29]1[C:38]2[C:33](=[CH:34][CH:35]=[CH:36][CH:37]=2)[CH:32]=[CH:31][CH:30]=1)(=[O:14])=[O:13])[CH:9]=[O:10])(C)(C)C, predict the reaction product. (10) Given the reactants C([O:3][C:4]([C:6]1[CH:15]=[C:14]([O:16][CH2:17][C:18]([N:20]2[CH2:25][CH2:24][N:23]([C:26]([O:28][C:29]([CH3:32])([CH3:31])[CH3:30])=[O:27])[CH2:22][CH2:21]2)=[O:19])[C:13]2[C:8](=[CH:9][C:10]([CH3:33])=[CH:11][CH:12]=2)[N:7]=1)=[O:5])C.[OH-].[Na+], predict the reaction product. The product is: [C:29]([O:28][C:26]([N:23]1[CH2:22][CH2:21][N:20]([C:18](=[O:19])[CH2:17][O:16][C:14]2[C:13]3[C:8](=[CH:9][C:10]([CH3:33])=[CH:11][CH:12]=3)[N:7]=[C:6]([C:4]([OH:5])=[O:3])[CH:15]=2)[CH2:25][CH2:24]1)=[O:27])([CH3:32])([CH3:30])[CH3:31].